From a dataset of Catalyst prediction with 721,799 reactions and 888 catalyst types from USPTO. Predict which catalyst facilitates the given reaction. (1) Reactant: [N+](C1C=CC(C[CH:9]([O:16][CH:17](CC2C=CC([N+]([O-])=O)=C(OC)C=2)[C:18]2[CH:23]=[CH:22][CH:21]=[CH:20][CH:19]=2)[C:10]2[CH:15]=[CH:14][CH:13]=[CH:12][CH:11]=2)=CC=1OC)([O-])=O.[C:40]([O-:43])(=O)C.[NH4+:44]. Product: [CH2:17]([O:16][CH2:9][C:10]1[CH:11]=[CH:12][C:13]([NH2:44])=[C:14]([O:43][CH3:40])[CH:15]=1)[C:18]1[CH:19]=[CH:20][CH:21]=[CH:22][CH:23]=1. The catalyst class is: 284. (2) Reactant: [C:1](C1NC=CN=1)(C1NC=CN=1)=[O:2].[CH3:13][O:14][C:15](=[O:37])[C@H:16]([NH:26][C:27]([O:29][CH2:30][C:31]1[CH:36]=[CH:35][CH:34]=[CH:33][CH:32]=1)=[O:28])[CH2:17][C:18]1[CH:23]=[CH:22][C:21]([NH2:24])=[C:20]([OH:25])[CH:19]=1.C(N(C(C)C)CC)(C)C. Product: [CH3:13][O:14][C:15](=[O:37])[C@H:16]([NH:26][C:27]([O:29][CH2:30][C:31]1[CH:36]=[CH:35][CH:34]=[CH:33][CH:32]=1)=[O:28])[CH2:17][C:18]1[CH:23]=[CH:22][C:21]2[NH:24][C:1](=[O:2])[O:25][C:20]=2[CH:19]=1. The catalyst class is: 2.